Predict the reactants needed to synthesize the given product. From a dataset of Full USPTO retrosynthesis dataset with 1.9M reactions from patents (1976-2016). (1) Given the product [ClH:24].[CH3:1][O:2][C:3]1[N:4]=[CH:5][C:6]([C:9]#[C:10][C:11]2[CH2:12][CH2:13][NH:14][CH2:15][CH:16]=2)=[CH:7][N:8]=1, predict the reactants needed to synthesize it. The reactants are: [CH3:1][O:2][C:3]1[N:8]=[CH:7][C:6]([C:9]#[C:10][C:11]2[CH2:12][CH2:13][N:14](C(OC(C)(C)C)=O)[CH2:15][CH:16]=2)=[CH:5][N:4]=1.[ClH:24]. (2) Given the product [F:1][C:2]1[CH:3]=[C:4]2[C:9](=[CH:10][C:11]=1[N:12]1[CH2:17][CH2:16][O:15][CH2:14][CH2:13]1)[N:8]([CH:18]([C:20]1[CH:21]=[CH:22][C:23]([C:26]([F:28])([F:29])[F:27])=[CH:24][CH:25]=1)[CH3:19])[CH:7]=[C:6]([C:30](=[NH:31])[NH:33][OH:34])[C:5]2=[O:32], predict the reactants needed to synthesize it. The reactants are: [F:1][C:2]1[CH:3]=[C:4]2[C:9](=[CH:10][C:11]=1[N:12]1[CH2:17][CH2:16][O:15][CH2:14][CH2:13]1)[N:8]([CH:18]([C:20]1[CH:25]=[CH:24][C:23]([C:26]([F:29])([F:28])[F:27])=[CH:22][CH:21]=1)[CH3:19])[CH:7]=[C:6]([C:30]#[N:31])[C:5]2=[O:32].[NH2:33][OH:34]. (3) Given the product [Cl:1][C:2]1[S:3][C:4]([S:7]([N:32]2[CH2:33][CH2:34][C:28]3([O:27][CH2:26][C:25](=[O:35])[N:24]([CH:21]4[CH2:22][CH2:23]4)[CH2:29]3)[CH2:30][CH2:31]2)(=[O:9])=[O:8])=[CH:5][N:6]=1, predict the reactants needed to synthesize it. The reactants are: [Cl:1][C:2]1[S:3][C:4]([S:7](Cl)(=[O:9])=[O:8])=[CH:5][N:6]=1.C(N(CC)C(C)C)(C)C.Cl.[CH:21]1([N:24]2[CH2:29][C:28]3([CH2:34][CH2:33][NH:32][CH2:31][CH2:30]3)[O:27][CH2:26][C:25]2=[O:35])[CH2:23][CH2:22]1.C(O)C. (4) Given the product [Cl:1][C:2]1[N:7]=[C:6]([NH:16][C:13]2[O:12][N:11]=[C:10]([CH3:9])[C:14]=2[CH3:15])[CH:5]=[CH:4][N:3]=1, predict the reactants needed to synthesize it. The reactants are: [Cl:1][C:2]1[N:7]=[C:6](Cl)[CH:5]=[CH:4][N:3]=1.[CH3:9][C:10]1[C:14]([CH3:15])=[C:13]([NH2:16])[O:12][N:11]=1.CC1(C)C2C(=C(P(C3C=CC=CC=3)C3C=CC=CC=3)C=CC=2)OC2C(P(C3C=CC=CC=3)C3C=CC=CC=3)=CC=CC1=2.CC(C)([O-])C.[Na+]. (5) Given the product [CH3:52][N:2]([CH3:1])[CH2:3][C:4]([N:6]1[C:14]2[C:9](=[CH:10][C:11]([O:50][CH3:51])=[C:12]([NH:15][C:16]3[NH:21][C:20]4=[N:22][CH:23]=[CH:24][C:19]4=[C:18]([NH:35][C:36]4[C:41]([C:42]([NH:44][CH:45]([CH3:47])[CH3:46])=[O:43])=[C:40]([F:48])[C:39]([F:49])=[CH:38][CH:37]=4)[N:17]=3)[CH:13]=2)[CH2:8][CH2:7]1)=[O:5], predict the reactants needed to synthesize it. The reactants are: [CH3:1][N:2]([CH3:52])[CH2:3][C:4]([N:6]1[C:14]2[C:9](=[CH:10][C:11]([O:50][CH3:51])=[C:12]([NH:15][C:16]3[N:17]=[C:18]([NH:35][C:36]4[C:41]([C:42]([NH:44][CH:45]([CH3:47])[CH3:46])=[O:43])=[C:40]([F:48])[C:39]([F:49])=[CH:38][CH:37]=4)[C:19]4[CH:24]=[CH:23][N:22](S(C5C=CC(C)=CC=5)(=O)=O)[C:20]=4[N:21]=3)[CH:13]=2)[CH2:8][CH2:7]1)=[O:5].O.[OH-].[Na+]. (6) Given the product [CH2:1]([N:8]1[CH2:13][CH2:12][CH:11]([NH:21][CH2:20][C:19]2[CH:22]=[CH:23][C:24]([O:26][CH3:27])=[CH:25][C:18]=2[O:17][CH3:16])[CH:10]([CH3:15])[CH2:9]1)[C:2]1[CH:7]=[CH:6][CH:5]=[CH:4][CH:3]=1, predict the reactants needed to synthesize it. The reactants are: [CH2:1]([N:8]1[CH2:13][CH2:12][C:11](=O)[CH:10]([CH3:15])[CH2:9]1)[C:2]1[CH:7]=[CH:6][CH:5]=[CH:4][CH:3]=1.[CH3:16][O:17][C:18]1[CH:25]=[C:24]([O:26][CH3:27])[CH:23]=[CH:22][C:19]=1[CH2:20][NH2:21].C(O[BH-](OC(=O)C)OC(=O)C)(=O)C.[Na+].[OH-].[Na+]. (7) Given the product [CH3:1][C:2]1[C:11]([B:35]2[O:36][C:37]([CH3:39])([CH3:38])[C:33]([CH3:49])([CH3:32])[O:34]2)=[CH:10][CH:9]=[C:8]2[C:3]=1[CH2:4][CH2:5][N:6]([C:20]([O:22][C:23]([CH3:26])([CH3:25])[CH3:24])=[O:21])[CH2:7]2, predict the reactants needed to synthesize it. The reactants are: [CH3:1][C:2]1[C:11](OS(C(F)(F)F)(=O)=O)=[CH:10][CH:9]=[C:8]2[C:3]=1[CH2:4][CH2:5][N:6]([C:20]([O:22][C:23]([CH3:26])([CH3:25])[CH3:24])=[O:21])[CH2:7]2.C([O-])(=O)C.[K+].[CH3:32][C:33]1([CH3:49])[C:37]([CH3:39])([CH3:38])[O:36][B:35]([B:35]2[O:36][C:37]([CH3:39])([CH3:38])[C:33]([CH3:49])([CH3:32])[O:34]2)[O:34]1. (8) Given the product [CH3:44][O:43][CH2:39][C@@H:38]1[CH2:37][CH2:42][CH2:41][N:40]1[C:2]1[CH:7]=[CH:6][N:5]=[C:4]([O:8][C:9]2[CH:14]=[CH:13][C:12]([NH:15][C:16]3[CH:21]=[C:20]([C:22]4[CH:27]=[CH:26][CH:25]=[CH:24][CH:23]=4)[N:19]=[C:18]([NH2:28])[N:17]=3)=[CH:11][CH:10]=2)[CH:3]=1, predict the reactants needed to synthesize it. The reactants are: Br[C:2]1[CH:7]=[CH:6][N:5]=[C:4]([O:8][C:9]2[CH:14]=[CH:13][C:12]([NH:15][C:16]3[CH:21]=[C:20]([C:22]4[CH:27]=[CH:26][CH:25]=[CH:24][CH:23]=4)[N:19]=[C:18]([NH2:28])[N:17]=3)=[CH:11][CH:10]=2)[CH:3]=1.ClC1N=CC=CN=1.Br[C:37]1[CH:42]=[CH:41][N:40]=[C:39]([O:43][C:44]2C=CC(NC3N=C(N)C=C(C4C=CC=CC=4)N=3)=CC=2)[CH:38]=1.COC[C@@H]1CCCN1.